The task is: Predict the product of the given reaction.. This data is from Forward reaction prediction with 1.9M reactions from USPTO patents (1976-2016). (1) The product is: [Br:1][C:2]1[CH:7]=[CH:6][C:5]([CH2:8][C:9]([NH:23][C:21]2[O:20][N:19]=[C:18]([C:15]([CH3:17])([CH3:16])[C:14]([F:25])([F:24])[F:13])[CH:22]=2)=[O:11])=[C:4]([F:12])[CH:3]=1. Given the reactants [Br:1][C:2]1[CH:7]=[CH:6][C:5]([CH2:8][C:9]([OH:11])=O)=[C:4]([F:12])[CH:3]=1.[F:13][C:14]([F:25])([F:24])[C:15]([C:18]1[CH:22]=[C:21]([NH2:23])[O:20][N:19]=1)([CH3:17])[CH3:16].CN(C(ON1N=NC2C=CC=NC1=2)=[N+](C)C)C.F[P-](F)(F)(F)(F)F.C(N(CC)CC)C, predict the reaction product. (2) Given the reactants [C:1]([C:4]1[CH:5]=[C:6]([C@:11]([NH:30][C:31]([NH:33][CH2:34][C:35]([F:38])([F:37])[F:36])=[O:32])([C:19]2[CH:24]=[CH:23][C:22]([F:25])=[C:21]([C:26]([F:29])([F:28])[F:27])[CH:20]=2)[CH2:12][C:13]2[CH:18]=[CH:17][CH:16]=[CH:15][CH:14]=2)[CH:7]=[C:8]([F:10])[CH:9]=1)(=[O:3])[CH3:2].[CH3:39][Li], predict the reaction product. The product is: [F:25][C:22]1[CH:23]=[CH:24][C:19]([C@@:11]([NH:30][C:31]([NH:33][CH2:34][C:35]([F:38])([F:36])[F:37])=[O:32])([C:6]2[CH:5]=[C:4]([C:1]([OH:3])([CH3:39])[CH3:2])[CH:9]=[C:8]([F:10])[CH:7]=2)[CH2:12][C:13]2[CH:14]=[CH:15][CH:16]=[CH:17][CH:18]=2)=[CH:20][C:21]=1[C:26]([F:27])([F:28])[F:29]. (3) Given the reactants [C:1]([O:5][C:6](=[O:39])[CH2:7][CH2:8][CH2:9][CH2:10][CH2:11][CH2:12][CH2:13][CH2:14][CH2:15][CH2:16][CH2:17][CH2:18][CH2:19][CH2:20][CH2:21][CH2:22][C:23](=[O:38])[N:24]([CH2:29][CH2:30][C:31]([O:33][C:34]([CH3:37])([CH3:36])[CH3:35])=[O:32])[CH2:25][C:26]([OH:28])=O)([CH3:4])([CH3:3])[CH3:2].C1C=NC2N(O)N=NC=2C=1.CC(C)N=C=NC(C)C.[C:59]([O:63][C:64](=[O:75])[C:65]1[CH:73]=[C:72]([NH2:74])[CH:71]=[C:67]([C:68]([OH:70])=[O:69])[CH:66]=1)([CH3:62])([CH3:61])[CH3:60].CCN(C(C)C)C(C)C, predict the reaction product. The product is: [C:59]([O:63][C:64](=[O:75])[C:65]1[CH:73]=[C:72]([NH:74][C:26](=[O:28])[CH2:25][N:24]([CH2:29][CH2:30][C:31]([O:33][C:34]([CH3:37])([CH3:36])[CH3:35])=[O:32])[C:23](=[O:38])[CH2:22][CH2:21][CH2:20][CH2:19][CH2:18][CH2:17][CH2:16][CH2:15][CH2:14][CH2:13][CH2:12][CH2:11][CH2:10][CH2:9][CH2:8][CH2:7][C:6]([O:5][C:1]([CH3:2])([CH3:3])[CH3:4])=[O:39])[CH:71]=[C:67]([C:68]([OH:70])=[O:69])[CH:66]=1)([CH3:62])([CH3:60])[CH3:61]. (4) Given the reactants [C:1]([C:5]1[CH:9]=[C:8](/[CH:10]=[CH:11]/[C:12]([O:14][CH2:15][CH3:16])=[O:13])[N:7]([CH2:17][C:18]2[CH:23]=[CH:22][C:21]([C:24]([F:27])([F:26])[F:25])=[CH:20][C:19]=2[Cl:28])[N:6]=1)([CH3:4])([CH3:3])[CH3:2], predict the reaction product. The product is: [C:1]([C:5]1[CH:9]=[C:8]([CH2:10][CH2:11][C:12]([O:14][CH2:15][CH3:16])=[O:13])[N:7]([CH2:17][C:18]2[CH:23]=[CH:22][C:21]([C:24]([F:27])([F:26])[F:25])=[CH:20][C:19]=2[Cl:28])[N:6]=1)([CH3:2])([CH3:3])[CH3:4]. (5) Given the reactants [NH:1]1[CH2:9][CH2:8][CH2:7][C@H:2]1[C:3]([O:5][CH3:6])=[O:4].[C:10]([NH:17][C@H:18]([C:22](O)=[O:23])[CH:19]([CH3:21])[CH3:20])([O:12][C:13]([CH3:16])([CH3:15])[CH3:14])=[O:11].CCN(CC)CC.CCOC(C(C#N)=NOC(N1CCOCC1)=[N+](C)C)=O.F[P-](F)(F)(F)(F)F, predict the reaction product. The product is: [C:10]([NH:17][C@H:18]([C:22]([N:1]1[CH2:9][CH2:8][CH2:7][C@H:2]1[C:3]([O:5][CH3:6])=[O:4])=[O:23])[CH:19]([CH3:20])[CH3:21])([O:12][C:13]([CH3:14])([CH3:16])[CH3:15])=[O:11]. (6) Given the reactants [Si:1]([O:8][CH2:9][CH2:10][CH2:11][N:12]1[C:21](=[O:22])[C:20]2[C:15](=[CH:16][CH:17]=[C:18]([C:23]([F:26])([F:25])[F:24])[CH:19]=2)[N:14]([CH3:27])[C:13]1=[O:28])([C:4]([CH3:7])([CH3:6])[CH3:5])([CH3:3])[CH3:2].[Li+].CC([N-]C(C)C)C.[CH:37](=[O:44])[C:38]1[CH:43]=[CH:42][CH:41]=[CH:40][CH:39]=1, predict the reaction product. The product is: [Si:1]([O:8][CH2:9][CH2:10][CH2:11][N:12]1[C:21](=[O:22])[C:20]2[C:15](=[CH:16][CH:17]=[C:18]([C:23]([F:25])([F:26])[F:24])[C:19]=2[CH:37]([OH:44])[C:38]2[CH:43]=[CH:42][CH:41]=[CH:40][CH:39]=2)[N:14]([CH3:27])[C:13]1=[O:28])([C:4]([CH3:6])([CH3:7])[CH3:5])([CH3:3])[CH3:2]. (7) Given the reactants [F:1][C:2]([F:44])([F:43])[C:3]1[CH:4]=[C:5]([CH:40]=[CH:41][CH:42]=1)[CH2:6][NH:7][C:8]([C:10]1[CH:15]=[CH:14][N:13]=[C:12]([C:16]2[CH:21]=[C:20]([N:22]3[CH2:27][CH2:26][CH2:25][CH2:24][CH2:23]3)[CH:19]=[CH:18][C:17]=2[NH:28][C:29]([C:31]2[CH:32]=[C:33]([CH:37]=[CH:38][CH:39]=2)[C:34](O)=[O:35])=[O:30])[CH:11]=1)=[O:9].CN(CCN1CCOCC1)C(=O)C1C=CC=[C:50]([C:51]([NH:53][C:54]2C=CC(N3CCCCC3)=C[C:55]=2[C:66]2C=C(C(=O)NCC3C=CC=C(C(F)(F)F)C=3)C=[CH:68][N:67]=2)=[O:52])C=1.CC#N.N1CC[C@H](NC(=O)C)C1, predict the reaction product. The product is: [C:51]([NH:53][C@H:54]1[CH2:55][CH2:66][N:67]([C:34]([C:33]2[CH:32]=[C:31]([CH:39]=[CH:38][CH:37]=2)[C:29]([NH:28][C:17]2[CH:18]=[CH:19][C:20]([N:22]3[CH2:27][CH2:26][CH2:25][CH2:24][CH2:23]3)=[CH:21][C:16]=2[C:12]2[CH:11]=[C:10]([CH:15]=[CH:14][N:13]=2)[C:8]([NH:7][CH2:6][C:5]2[CH:40]=[CH:41][CH:42]=[C:3]([C:2]([F:1])([F:44])[F:43])[CH:4]=2)=[O:9])=[O:30])=[O:35])[CH2:68]1)(=[O:52])[CH3:50]. (8) Given the reactants Cl[C:2]1[C:7]([N+:8]([O-:10])=[O:9])=[C:6]([C:11]2[CH:16]=[CH:15][C:14]([Cl:17])=[CH:13][C:12]=2[Cl:18])[CH:5]=[CH:4][N:3]=1.[CH3:19][CH:20]([NH2:24])[CH:21]([CH3:23])[CH3:22], predict the reaction product. The product is: [Cl:18][C:12]1[CH:13]=[C:14]([Cl:17])[CH:15]=[CH:16][C:11]=1[C:6]1[CH:5]=[CH:4][N:3]=[C:2]([NH:24][CH:20]([CH3:19])[CH:21]([CH3:23])[CH3:22])[C:7]=1[N+:8]([O-:10])=[O:9]. (9) Given the reactants [F:1][C:2]1[CH:9]=[CH:8][C:5]([CH:6]=[O:7])=[C:4]([C:10]([F:13])([F:12])[F:11])[CH:3]=1.[CH2:14](O)[CH2:15][OH:16].CC1C=CC(S(O)(=O)=O)=CC=1, predict the reaction product. The product is: [F:1][C:2]1[CH:9]=[CH:8][C:5]([CH:6]2[O:16][CH2:15][CH2:14][O:7]2)=[C:4]([C:10]([F:11])([F:12])[F:13])[CH:3]=1.